Dataset: Catalyst prediction with 721,799 reactions and 888 catalyst types from USPTO. Task: Predict which catalyst facilitates the given reaction. (1) Reactant: N(C(OC(C)C)=O)=NC(OC(C)C)=O.[C:15]([C:18]1[C:19](=[O:29])[O:20][C:21]2[C:26]([CH:27]=1)=[CH:25][CH:24]=[C:23]([OH:28])[CH:22]=2)(=[O:17])[CH3:16].O[CH2:31][CH2:32][NH:33][C:34](=[O:40])[O:35][C:36]([CH3:39])([CH3:38])[CH3:37].C1(P(C2C=CC=CC=2)C2C=CC=CC=2)C=CC=CC=1.C(N(CC)CC)C. Product: [C:15]([C:18]1[C:19](=[O:29])[O:20][C:21]2[C:26]([CH:27]=1)=[CH:25][CH:24]=[C:23]([O:28][CH2:31][CH2:32][NH:33][C:34](=[O:40])[O:35][C:36]([CH3:39])([CH3:38])[CH3:37])[CH:22]=2)(=[O:17])[CH3:16]. The catalyst class is: 1. (2) Reactant: [CH3:1][N:2]1[C:6]([C:7]2[S:19][C:10]3[N:11]=[CH:12][N:13]=[C:14](S(C)(=O)=O)[C:9]=3[CH:8]=2)=[C:5]([C:20]2[CH:25]=[CH:24][CH:23]=[CH:22][CH:21]=2)[N:4]=[CH:3]1.[NH3:26]. Product: [CH3:1][N:2]1[C:6]([C:7]2[S:19][C:10]3[N:11]=[CH:12][N:13]=[C:14]([NH2:26])[C:9]=3[CH:8]=2)=[C:5]([C:20]2[CH:25]=[CH:24][CH:23]=[CH:22][CH:21]=2)[N:4]=[CH:3]1. The catalyst class is: 12.